From a dataset of Reaction yield outcomes from USPTO patents with 853,638 reactions. Predict the reaction yield, written as a fraction of the theoretical maximum amount of product (1.0 means a 100% yield; for example, 0.34 means a 34% yield). (1) The reactants are [NH2:1][C:2]1[N:7]=[CH:6][C:5]([OH:8])=[CH:4][CH:3]=1.C([O-])([O-])=O.[K+].[K+].Br[CH:16]1[CH2:20][CH2:19][CH2:18][CH2:17]1. The catalyst is CN(C)C=O. The product is [CH:16]1([O:8][C:5]2[CH:4]=[CH:3][C:2]([NH2:1])=[N:7][CH:6]=2)[CH2:20][CH2:19][CH2:18][CH2:17]1. The yield is 0.0300. (2) The reactants are [NH:1]([C:8]1[N:9]([C:21]2[CH:26]=[CH:25][CH:24]=[CH:23][CH:22]=2)[C:10]2[C:15]([C:16](=[O:18])[CH:17]=1)=[C:14](Cl)[N:13]=[C:12]([CH3:20])[CH:11]=2)[C:2]1[CH:7]=[CH:6][CH:5]=[CH:4][CH:3]=1.[CH3:27][O:28][C:29]1[CH:34]=[CH:33][C:32](B(O)O)=[CH:31][CH:30]=1.C1C=CC(P(C2C=CC=CC=2)C2C=CC=CC=2)=CC=1.C([O-])([O-])=O.[K+].[K+]. The catalyst is CC([O-])=O.CC([O-])=O.[Pd+2].O.COCCOC. The product is [NH:1]([C:8]1[N:9]([C:21]2[CH:26]=[CH:25][CH:24]=[CH:23][CH:22]=2)[C:10]2[C:15]([C:16](=[O:18])[CH:17]=1)=[C:14]([C:32]1[CH:33]=[CH:34][C:29]([O:28][CH3:27])=[CH:30][CH:31]=1)[N:13]=[C:12]([CH3:20])[CH:11]=2)[C:2]1[CH:7]=[CH:6][CH:5]=[CH:4][CH:3]=1. The yield is 0.630. (3) The reactants are [Cl:1][C:2]1[CH:3]=[CH:4][C:5]([O:34][CH3:35])=[C:6]([C:8]2[C:17]3[C:12](=[CH:13][C:14]([S:18]([O:21]C4C(F)=C(F)C(F)=C(F)C=4F)(=[O:20])=O)=[CH:15][CH:16]=3)[C:11](=[O:33])[NH:10][N:9]=2)[CH:7]=1.[N:36]1[CH:41]=[CH:40][C:39]([NH2:42])=[N:38][CH:37]=1.C[Si]([N-][Si](C)(C)C)(C)C.[Li+]. The catalyst is C1COCC1. The product is [Cl:1][C:2]1[CH:3]=[CH:4][C:5]([O:34][CH3:35])=[C:6]([C:8]2[C:17]3[C:12](=[CH:13][C:14]([S:18]([NH:42][C:39]4[CH:40]=[CH:41][N:36]=[CH:37][N:38]=4)(=[O:21])=[O:20])=[CH:15][CH:16]=3)[C:11](=[O:33])[NH:10][N:9]=2)[CH:7]=1. The yield is 0.257. (4) The reactants are [OH-].[K+].[C:3]([C:6]1[N:11]=[C:10]([C:12]2[CH:17]=[CH:16][C:15]([C:18]3[CH:23]=[CH:22][C:21]([CH2:24][C:25]([N:27]4[CH2:32][CH2:31][CH:30]([C:33]([O:35]CC)=[O:34])[CH2:29][CH2:28]4)=[O:26])=[CH:20][C:19]=3[Cl:38])=[CH:14][CH:13]=2)[C:9]([CH3:39])=[N:8][C:7]=1[CH3:40])(=[O:5])[NH2:4]. The catalyst is CC(O)(C)C. The product is [C:3]([C:6]1[N:11]=[C:10]([C:12]2[CH:13]=[CH:14][C:15]([C:18]3[CH:23]=[CH:22][C:21]([CH2:24][C:25]([N:27]4[CH2:28][CH2:29][CH:30]([C:33]([OH:35])=[O:34])[CH2:31][CH2:32]4)=[O:26])=[CH:20][C:19]=3[Cl:38])=[CH:16][CH:17]=2)[C:9]([CH3:39])=[N:8][C:7]=1[CH3:40])(=[O:5])[NH2:4]. The yield is 0.217. (5) The reactants are [CH3:1][O:2][C:3]1[CH:12]=[C:11]([O:13][CH3:14])[C:10]2[C:5](=[CH:6][CH:7]=[CH:8][CH:9]=2)[N:4]=1.[Li]CCCC.Cl[C:21]([O:23][CH2:24][CH3:25])=[O:22].O. The catalyst is C1COCC1. The product is [CH3:1][O:2][C:3]1[C:12]([C:21]([O:23][CH2:24][CH3:25])=[O:22])=[C:11]([O:13][CH3:14])[C:10]2[C:5](=[CH:6][CH:7]=[CH:8][CH:9]=2)[N:4]=1. The yield is 0.600.